From a dataset of Full USPTO retrosynthesis dataset with 1.9M reactions from patents (1976-2016). Predict the reactants needed to synthesize the given product. The reactants are: C[O:2][C:3](=[O:24])[C:4]1[CH:9]=[C:8]([O:10][CH2:11][CH2:12][CH2:13][N:14]2[CH2:19][CH2:18][CH2:17][CH2:16][CH2:15]2)[CH:7]=[CH:6][C:5]=1[NH:20]C(=O)C.[ClH:25]. Given the product [ClH:25].[ClH:25].[NH2:20][C:5]1[CH:6]=[CH:7][C:8]([O:10][CH2:11][CH2:12][CH2:13][N:14]2[CH2:19][CH2:18][CH2:17][CH2:16][CH2:15]2)=[CH:9][C:4]=1[C:3]([OH:24])=[O:2], predict the reactants needed to synthesize it.